Dataset: Reaction yield outcomes from USPTO patents with 853,638 reactions. Task: Predict the reaction yield, written as a fraction of the theoretical maximum amount of product (1.0 means a 100% yield; for example, 0.34 means a 34% yield). (1) The reactants are [NH2:1][C:2]1[CH:7]=[C:6]([Br:8])[CH:5]=[CH:4][N:3]=1.O.N1C2C(=CC=C3C=2N=CC=C3)C=CC=1.[C:24](#[N:31])[C:25]1[CH:30]=[CH:29][CH:28]=[CH:27][CH:26]=1. The catalyst is [Cu]Br.[I-].[Zn+2].[I-].C1C=C(Cl)C(Cl)=CC=1. The product is [Br:8][C:6]1[CH:5]=[CH:4][N:3]2[N:31]=[C:24]([C:25]3[CH:30]=[CH:29][CH:28]=[CH:27][CH:26]=3)[N:1]=[C:2]2[CH:7]=1. The yield is 0.410. (2) The reactants are [CH3:1][Si:2]([CH3:10])([CH3:9])[O:3][C:4]([CH3:8])([C:6]#[CH:7])[CH3:5].[Li]CCCC.CON(C)[C:19](=[O:26])[C:20]1[CH:25]=[CH:24][N:23]=[CH:22][CH:21]=1. The catalyst is C1COCC1. The product is [CH3:5][C:4]([O:3][Si:2]([CH3:10])([CH3:9])[CH3:1])([CH3:8])[C:6]#[C:7][C:19]([C:20]1[CH:25]=[CH:24][N:23]=[CH:22][CH:21]=1)=[O:26]. The yield is 0.270. (3) The reactants are [I:1][C:2]1[CH:7]=[CH:6][C:5]([C:8]2[NH:12][C:11]([C@@H:13]([N:22]3[C:26](=[O:27])[C@@H:25]([CH2:28][C:29]([NH:31][O:32][CH2:33][CH2:34][O:35]C=C)=[O:30])[NH:24][C:23]3=[O:38])[C@H:14]([C:16]3[CH:21]=[CH:20][CH:19]=[CH:18][CH:17]=3)[CH3:15])=[N:10][CH:9]=2)=[CH:4][CH:3]=1.Cl.C(=O)([O-])[O-].[Na+].[Na+]. The catalyst is CO. The product is [OH:35][CH2:34][CH2:33][O:32][NH:31][C:29](=[O:30])[CH2:28][C@@H:25]1[C:26](=[O:27])[N:22]([C@H:13]([C:11]2[NH:12][C:8]([C:5]3[CH:6]=[CH:7][C:2]([I:1])=[CH:3][CH:4]=3)=[CH:9][N:10]=2)[C@H:14]([C:16]2[CH:17]=[CH:18][CH:19]=[CH:20][CH:21]=2)[CH3:15])[C:23](=[O:38])[NH:24]1. The yield is 0.610. (4) The reactants are ClC1N=C(C2SC(N3CCCC3)=NC=2C2C=C(NS(C3C(F)=CC=CC=3F)(=O)=O)C=CC=2)C=CN=1.[Cl:36][C:37]1[N:42]=[C:41]([CH2:43][C:44]([C:46]2[C:47]([F:64])=[C:48]([NH:52][S:53]([C:56]3[C:61]([F:62])=[CH:60][CH:59]=[CH:58][C:57]=3[F:63])(=[O:55])=[O:54])[CH:49]=[CH:50][CH:51]=2)=O)[CH:40]=[CH:39][N:38]=1.C1C(=O)N(Br)C(=O)C1.[NH2:73][C:74]([N:76]1[CH2:81][CH2:80][N:79]([C:82]([O:84][C:85]([CH3:88])([CH3:87])[CH3:86])=[O:83])[CH2:78][CH2:77]1)=[S:75]. No catalyst specified. The product is [Cl:36][C:37]1[N:42]=[C:41]([C:43]2[S:75][C:74]([N:76]3[CH2:77][CH2:78][N:79]([C:82]([O:84][C:85]([CH3:88])([CH3:87])[CH3:86])=[O:83])[CH2:80][CH2:81]3)=[N:73][C:44]=2[C:46]2[CH:51]=[CH:50][CH:49]=[C:48]([NH:52][S:53]([C:56]3[C:61]([F:62])=[CH:60][CH:59]=[CH:58][C:57]=3[F:63])(=[O:55])=[O:54])[C:47]=2[F:64])[CH:40]=[CH:39][N:38]=1. The yield is 0.380. (5) The reactants are [CH3:1][O:2][C:3](=[O:16])[C:4]1[CH:9]=[C:8]([N+:10]([O-:12])=[O:11])[C:7]([NH2:13])=[C:6]([F:14])[C:5]=1F.[NH2:17][C:18]1[C:19]([CH3:24])=[CH:20][CH:21]=[CH:22][CH:23]=1. The catalyst is C(OCC)C. The product is [CH3:1][O:2][C:3](=[O:16])[C:4]1[CH:9]=[C:8]([N+:10]([O-:12])=[O:11])[C:7]([NH2:13])=[C:6]([F:14])[C:5]=1[NH:17][C:18]1[CH:23]=[CH:22][CH:21]=[CH:20][C:19]=1[CH3:24]. The yield is 0.680.